This data is from Full USPTO retrosynthesis dataset with 1.9M reactions from patents (1976-2016). The task is: Predict the reactants needed to synthesize the given product. (1) Given the product [C:13]12([NH:23][CH2:11][C:2]3[CH:3]=[CH:4][C:5]4[C:10](=[CH:9][CH:8]=[CH:7][CH:6]=4)[N:1]=3)[CH2:20][CH:19]3[CH2:18][CH:17]([CH2:16][CH:15]([CH2:21]3)[CH2:14]1)[CH2:22]2, predict the reactants needed to synthesize it. The reactants are: [N:1]1[C:10]2[C:5](=[CH:6][CH:7]=[CH:8][CH:9]=2)[CH:4]=[CH:3][C:2]=1[CH:11]=O.[C:13]12([NH2:23])[CH2:22][CH:17]3[CH2:18][CH:19]([CH2:21][CH:15]([CH2:16]3)[CH2:14]1)[CH2:20]2. (2) The reactants are: [F:1][C:2]1[CH:3]=[C:4]([CH:22]=[CH:23][C:24]=1[F:25])[O:5][CH:6]1[CH2:11][CH2:10][N:9]([C:12](=O)[C@@H:13]([NH2:20])[C:14]2[CH:19]=[CH:18][CH:17]=[CH:16][CH:15]=2)[CH2:8][CH2:7]1.B. Given the product [F:1][C:2]1[CH:3]=[C:4]([CH:22]=[CH:23][C:24]=1[F:25])[O:5][CH:6]1[CH2:7][CH2:8][N:9]([CH2:12][C@@H:13]([NH2:20])[C:14]2[CH:19]=[CH:18][CH:17]=[CH:16][CH:15]=2)[CH2:10][CH2:11]1, predict the reactants needed to synthesize it. (3) Given the product [CH3:6][N:7]1[CH2:8][CH2:9][CH2:10][C@H:11]1[C:12]1[C:17]([P:23]([C:4]([CH3:3])([CH3:5])[CH3:25])[C:19]([CH3:22])([CH3:21])[CH3:20])=[CH:16][C:15]([Cl:18])=[N:14][CH:13]=1, predict the reactants needed to synthesize it. The reactants are: [Li]C[CH2:3][CH2:4][CH3:5].[CH3:6][N:7]1[C@H:11]([C:12]2[CH:17]=[CH:16][C:15]([Cl:18])=[N:14][CH:13]=2)[CH2:10][CH2:9][CH2:8]1.[C:19]([PH:23]Cl)([CH3:22])([CH3:21])[CH3:20].[CH2:25]1COCC1. (4) The reactants are: FC(F)(F)C(O)=O.C([O:12][C:13](=[O:46])[C@H:14]([NH:21][C:22]([C:24]1[S:45][C:27]2=[CH:28][N:29]=[CH:30][C:31]([NH:32][C:33]3[CH:38]=[CH:37][C:36]([C:39]4[CH:44]=[CH:43][CH:42]=[CH:41][CH:40]=4)=[CH:35][CH:34]=3)=[C:26]2[CH:25]=1)=[O:23])[CH2:15][O:16]C(C)(C)C)(C)(C)C. Given the product [C:36]1([C:39]2[CH:40]=[CH:41][CH:42]=[CH:43][CH:44]=2)[CH:35]=[CH:34][C:33]([NH:32][C:31]2[CH:30]=[N:29][CH:28]=[C:27]3[S:45][C:24]([C:22]([NH:21][C@H:14]([CH2:15][OH:16])[C:13]([OH:46])=[O:12])=[O:23])=[CH:25][C:26]=23)=[CH:38][CH:37]=1, predict the reactants needed to synthesize it. (5) Given the product [Cl:1][C:2]1[CH:7]=[CH:6][C:5]([C@H:8]([NH:11][S:12]([C:14]([CH3:17])([CH3:15])[CH3:16])=[O:13])[CH2:9][CH3:10])=[C:4]([F:18])[C:3]=1[O:19][C:20]1[CH:25]=[CH:24][C:23]([C:26]2[O:27][CH:39]=[N:38][CH:37]=2)=[CH:22][CH:21]=1, predict the reactants needed to synthesize it. The reactants are: [Cl:1][C:2]1[CH:7]=[CH:6][C:5]([C@H:8]([NH:11][S@@:12]([C:14]([CH3:17])([CH3:16])[CH3:15])=[O:13])[CH2:9][CH3:10])=[C:4]([F:18])[C:3]=1[O:19][C:20]1[CH:25]=[CH:24][C:23]([CH:26]=[O:27])=[CH:22][CH:21]=1.C1(C)C=CC(S([CH2:37][N+:38]#[C-:39])(=O)=O)=CC=1.C(=O)([O-])[O-].[K+].[K+]. (6) The reactants are: [N:1]1([CH2:6][C:7]2[CH:12]=[CH:11][C:10]([S:13]([N:16]3[CH2:21][CH2:20][N:19]([CH2:22][CH:23]4[CH2:28][CH2:27][N:26]([C:29]5[CH:34]=[CH:33][N:32]=[CH:31][CH:30]=5)[CH2:25][CH2:24]4)[C:18](=[O:35])[CH2:17]3)(=[O:15])=[O:14])=[CH:9][CH:8]=2)[CH:5]=[CH:4][N:3]=[CH:2]1.[ClH:36]. Given the product [ClH:36].[N:1]1([CH2:6][C:7]2[CH:8]=[CH:9][C:10]([S:13]([N:16]3[CH2:21][CH2:20][N:19]([CH2:22][CH:23]4[CH2:28][CH2:27][N:26]([C:29]5[CH:30]=[CH:31][N:32]=[CH:33][CH:34]=5)[CH2:25][CH2:24]4)[C:18](=[O:35])[CH2:17]3)(=[O:14])=[O:15])=[CH:11][CH:12]=2)[CH:5]=[CH:4][N:3]=[CH:2]1, predict the reactants needed to synthesize it. (7) Given the product [N:1]12[CH2:8][CH2:7][C:4]([C:9]([C:16]3[S:17][CH:18]=[CH:19][CH:20]=3)([C:11]3[S:12][CH:13]=[CH:14][CH:15]=3)[C:29]#[N:30])([CH2:5][CH2:6]1)[CH2:3][CH2:2]2, predict the reactants needed to synthesize it. The reactants are: [N:1]12[CH2:8][CH2:7][C:4]([C:9]([C:16]3[S:17][CH:18]=[CH:19][CH:20]=3)([C:11]3[S:12][CH:13]=[CH:14][CH:15]=3)O)([CH2:5][CH2:6]1)[CH2:3][CH2:2]2.[Al+3].[Cl-].[Cl-].[Cl-].[Si]([C:29]#[N:30])(C)(C)C. (8) Given the product [Br:1][C:2]1[CH:3]=[C:4]([CH2:8][CH2:9][NH:10][C:11](=[O:12])[O:13][C:14]([CH3:17])([CH3:16])[CH3:15])[CH:5]=[CH:6][CH:7]=1, predict the reactants needed to synthesize it. The reactants are: [Br:1][C:2]1[CH:3]=[C:4]([CH2:8][CH2:9][NH2:10])[CH:5]=[CH:6][CH:7]=1.[C:11](O[C:11]([O:13][C:14]([CH3:17])([CH3:16])[CH3:15])=[O:12])([O:13][C:14]([CH3:17])([CH3:16])[CH3:15])=[O:12].